From a dataset of Full USPTO retrosynthesis dataset with 1.9M reactions from patents (1976-2016). Predict the reactants needed to synthesize the given product. Given the product [O:11]1[CH:12]=[CH:13][C:9]([N:6]2[CH:7]=[CH:8][C:3]([CH2:2][NH:1][C:29](=[O:30])[O:28][C:24]([CH3:27])([CH3:26])[CH3:25])=[CH:4][C:5]2=[O:14])=[CH:10]1, predict the reactants needed to synthesize it. The reactants are: [NH2:1][CH2:2][C:3]1[CH:8]=[CH:7][N:6]([C:9]2[CH:13]=[CH:12][O:11][CH:10]=2)[C:5](=[O:14])[CH:4]=1.FC(F)(F)C(O)=O.[OH-].[Na+].[C:24]([O:28][C:29](O[C:29]([O:28][C:24]([CH3:27])([CH3:26])[CH3:25])=[O:30])=[O:30])([CH3:27])([CH3:26])[CH3:25].